This data is from Peptide-MHC class II binding affinity with 134,281 pairs from IEDB. The task is: Regression. Given a peptide amino acid sequence and an MHC pseudo amino acid sequence, predict their binding affinity value. This is MHC class II binding data. (1) The peptide sequence is FFDLPLPWTSGATTE. The MHC is DRB1_0301 with pseudo-sequence DRB1_0301. The binding affinity (normalized) is 0.186. (2) The peptide sequence is CPDLKDCLTDIEVAL. The MHC is DRB1_0101 with pseudo-sequence DRB1_0101. The binding affinity (normalized) is 0.125. (3) The peptide sequence is AFKVAATAGNAAPAN. The MHC is DRB1_0401 with pseudo-sequence DRB1_0401. The binding affinity (normalized) is 0.202. (4) The peptide sequence is LDLAVNAAVDAGIHF. The MHC is HLA-DQA10401-DQB10402 with pseudo-sequence HLA-DQA10401-DQB10402. The binding affinity (normalized) is 0.770. (5) The peptide sequence is RRCKNIPQPVRALLE. The MHC is H-2-IAd with pseudo-sequence H-2-IAd. The binding affinity (normalized) is 0.568. (6) The peptide sequence is ELKYFAATQFEPLAA. The MHC is HLA-DPA10103-DPB10601 with pseudo-sequence HLA-DPA10103-DPB10601. The binding affinity (normalized) is 1.00.